This data is from Forward reaction prediction with 1.9M reactions from USPTO patents (1976-2016). The task is: Predict the product of the given reaction. (1) Given the reactants [N+:1]([C:4]1[C:5]([N:10]2[CH2:15][CH2:14][C:13](=[CH:16][C:17]3[O:18][C:19]4[CH:25]=[CH:24][C:23](C5C=CC=CC=5)=[CH:22][C:20]=4[CH:21]=3)[CH2:12][CH2:11]2)=[N:6][CH:7]=[CH:8][CH:9]=1)([O-:3])=[O:2].IC1C=CC=CC=1O, predict the reaction product. The product is: [N+:1]([C:4]1[C:5]([N:10]2[CH2:15][CH2:14][C:13](=[CH:16][C:17]3[O:18][C:19]4[CH:25]=[CH:24][CH:23]=[CH:22][C:20]=4[CH:21]=3)[CH2:12][CH2:11]2)=[N:6][CH:7]=[CH:8][CH:9]=1)([O-:3])=[O:2]. (2) Given the reactants [NH2:1][CH2:2][CH2:3][C:4]1[CH:13]=[CH:12][C:7]([C:8]([O:10][CH3:11])=[O:9])=[CH:6][CH:5]=1.C(N(C(C)C)CC)(C)C.[F:23][C:24]([F:35])([F:34])[C:25](O[C:25](=[O:26])[C:24]([F:35])([F:34])[F:23])=[O:26], predict the reaction product. The product is: [F:23][C:24]([F:35])([F:34])[C:25]([NH:1][CH2:2][CH2:3][C:4]1[CH:13]=[CH:12][C:7]([C:8]([O:10][CH3:11])=[O:9])=[CH:6][CH:5]=1)=[O:26]. (3) Given the reactants [Br:1][C:2]1[CH:15]=[CH:14][C:13]2[O:12][C@@H:11]3[C@H:6]([CH2:7][N:8]([CH3:16])[CH2:9][CH2:10]3)[C:5](=O)[C:4]=2[CH:3]=1.[C-]#N.[K+].[C:21](=[O:24])([O-])[O-].[NH4+:25].[NH4+:26].OS([O-])=O.[Na+].C([O:35][CH2:36]C)(=O)C, predict the reaction product. The product is: [Br:1][C:2]1[CH:15]=[CH:14][C:13]2[O:12][CH:11]3[CH2:10][CH2:9][N:8]([CH3:16])[CH2:7][CH:6]3[C:5]3([C:36](=[O:35])[NH:26][C:21](=[O:24])[NH:25]3)[C:4]=2[CH:3]=1. (4) Given the reactants [CH2:1]([O:3]C([Sn](CCCC)(CCCC)CCCC)=C)[CH3:2].Br[C:20]1[C:30]2[N:29]3[CH2:31][CH2:32][CH2:33][C@@H:34]([NH:35][C:36](=[O:41])[C:37]([F:40])([F:39])[F:38])[C@H:28]3[C:27]3[CH:42]=[CH:43][CH:44]=[CH:45][C:26]=3[O:25][C:24]=2[CH:23]=[CH:22][CH:21]=1.Cl.O, predict the reaction product. The product is: [C:1]([C:20]1[C:30]2[N:29]3[CH2:31][CH2:32][CH2:33][C@@H:34]([NH:35][C:36](=[O:41])[C:37]([F:38])([F:39])[F:40])[C@H:28]3[C:27]3[CH:42]=[CH:43][CH:44]=[CH:45][C:26]=3[O:25][C:24]=2[CH:23]=[CH:22][CH:21]=1)(=[O:3])[CH3:2]. (5) Given the reactants [CH2:1]([C:4]1[C:5]([OH:13])=[CH:6][C:7]2[O:11][CH2:10][CH2:9][C:8]=2[CH:12]=1)[CH2:2][CH3:3].C(=O)([O-])[O-].[K+].[K+].Br[CH2:21][C:22]#[C:23][CH3:24], predict the reaction product. The product is: [CH2:21]([O:13][C:5]1[C:4]([CH2:1][CH2:2][CH3:3])=[CH:12][C:8]2[CH2:9][CH2:10][O:11][C:7]=2[CH:6]=1)[C:22]#[C:23][CH3:24].